Dataset: NCI-60 drug combinations with 297,098 pairs across 59 cell lines. Task: Regression. Given two drug SMILES strings and cell line genomic features, predict the synergy score measuring deviation from expected non-interaction effect. (1) Drug 1: CC1=C(C(=O)C2=C(C1=O)N3CC4C(C3(C2COC(=O)N)OC)N4)N. Cell line: UACC-257. Drug 2: CC12CCC3C(C1CCC2OP(=O)(O)O)CCC4=C3C=CC(=C4)OC(=O)N(CCCl)CCCl.[Na+]. Synergy scores: CSS=9.18, Synergy_ZIP=-3.76, Synergy_Bliss=-0.769, Synergy_Loewe=-7.85, Synergy_HSA=-1.05. (2) Drug 1: CN(C)C1=NC(=NC(=N1)N(C)C)N(C)C. Drug 2: CC1=C(C(=CC=C1)Cl)NC(=O)C2=CN=C(S2)NC3=CC(=NC(=N3)C)N4CCN(CC4)CCO. Cell line: RXF 393. Synergy scores: CSS=15.4, Synergy_ZIP=-6.37, Synergy_Bliss=4.41, Synergy_Loewe=-22.0, Synergy_HSA=1.53. (3) Drug 1: CC1C(C(CC(O1)OC2CC(CC3=C2C(=C4C(=C3O)C(=O)C5=C(C4=O)C(=CC=C5)OC)O)(C(=O)C)O)N)O.Cl. Drug 2: CC(C)NC(=O)C1=CC=C(C=C1)CNNC.Cl. Cell line: OVCAR3. Synergy scores: CSS=13.6, Synergy_ZIP=-5.93, Synergy_Bliss=1.91, Synergy_Loewe=-8.46, Synergy_HSA=0.657.